This data is from Catalyst prediction with 721,799 reactions and 888 catalyst types from USPTO. The task is: Predict which catalyst facilitates the given reaction. (1) Reactant: C([C@@H]([C@H](C(O)=O)O)O)(O)=O.[CH3:11][C@@H:12]1[CH2:16][CH2:15][CH2:14][NH:13]1.C(=O)([O-])[O-].[K+].[K+].CC1C=CC(S(O[CH2:34][CH2:35][C:36]2[CH:45]=[CH:44][C:43]3[C:38](=[CH:39][CH:40]=[C:41]([Br:46])[CH:42]=3)[N:37]=2)(=O)=O)=CC=1. Product: [Br:46][C:41]1[CH:42]=[C:43]2[C:38](=[CH:39][CH:40]=1)[N:37]=[C:36]([CH2:35][CH2:34][N:13]1[CH2:14][CH2:15][CH2:16][C@H:12]1[CH3:11])[CH:45]=[CH:44]2. The catalyst class is: 10. (2) Reactant: [O:1]1[C:6]2[CH:7]=[CH:8][CH:9]=[CH:10][C:5]=2[O:4][CH2:3][C@@H:2]1[C:11]([N:13]1[CH2:18][CH2:17][CH2:16][C@H:15]([C:19]2[CH:24]=[CH:23][C:22]([C:25]([F:28])([F:27])[F:26])=[CH:21][CH:20]=2)[CH2:14]1)=O. Product: [O:1]1[C:6]2[CH:7]=[CH:8][CH:9]=[CH:10][C:5]=2[O:4][CH2:3][C@@H:2]1[CH2:11][N:13]1[CH2:18][CH2:17][CH2:16][C@H:15]([C:19]2[CH:20]=[CH:21][C:22]([C:25]([F:27])([F:26])[F:28])=[CH:23][CH:24]=2)[CH2:14]1. The catalyst class is: 1. (3) Reactant: C(OC([NH:8][CH:9]([CH:48]([CH3:50])[CH3:49])[C:10]([O:12][CH:13]([N:15]1[C:19]2=[N:20][CH:21]=[C:22]([C:24]3[CH:29]=[CH:28][C:27]([Cl:30])=[CH:26][CH:25]=3)[CH:23]=[C:18]2[C:17]([C:31](=[O:47])[C:32]2[C:37]([F:38])=[CH:36][CH:35]=[C:34]([NH:39][S:40]([CH2:43][CH2:44][CH3:45])(=[O:42])=[O:41])[C:33]=2[F:46])=[CH:16]1)[CH3:14])=[O:11])=O)(C)(C)C.Cl. Product: [ClH:30].[NH2:8][CH:9]([CH:48]([CH3:49])[CH3:50])[C:10]([O:12][CH:13]([N:15]1[C:19]2=[N:20][CH:21]=[C:22]([C:24]3[CH:29]=[CH:28][C:27]([Cl:30])=[CH:26][CH:25]=3)[CH:23]=[C:18]2[C:17]([C:31](=[O:47])[C:32]2[C:37]([F:38])=[CH:36][CH:35]=[C:34]([NH:39][S:40]([CH2:43][CH2:44][CH3:45])(=[O:41])=[O:42])[C:33]=2[F:46])=[CH:16]1)[CH3:14])=[O:11]. The catalyst class is: 25.